From a dataset of Forward reaction prediction with 1.9M reactions from USPTO patents (1976-2016). Predict the product of the given reaction. (1) Given the reactants [NH2:1][C:2]1[CH:11]=[C:10]([F:12])[C:5]([C:6]([O:8][CH3:9])=[O:7])=[C:4]([F:13])[CH:3]=1.[S:14](Cl)(Cl)(=[O:16])=[O:15].[N:19]1[CH:24]=[CH:23][CH:22]=[CH:21][CH:20]=1, predict the reaction product. The product is: [F:13][C:4]1[CH:3]=[C:2]([NH:1][S:14]([C:22]2[CH:23]=[CH:24][N:19]=[CH:20][CH:21]=2)(=[O:16])=[O:15])[CH:11]=[C:10]([F:12])[C:5]=1[C:6]([O:8][CH3:9])=[O:7]. (2) Given the reactants [CH:1]1([CH:6]=[C:7]([C:18]2[NH:33][C:21]3=[N:22][CH:23]=[C:24]([O:26][CH2:27][C:28]([N:30]([CH3:32])[CH3:31])=[O:29])[CH:25]=[C:20]3[CH:19]=2)[C:8]2[CH:13]=[CH:12][C:11]([S:14]([CH3:17])(=[O:16])=[O:15])=[CH:10][CH:9]=2)[CH2:5][CH2:4][CH2:3][CH2:2]1.[H][H], predict the reaction product. The product is: [CH:1]1([CH2:6][CH:7]([C:18]2[NH:33][C:21]3=[N:22][CH:23]=[C:24]([O:26][CH2:27][C:28]([N:30]([CH3:31])[CH3:32])=[O:29])[CH:25]=[C:20]3[CH:19]=2)[C:8]2[CH:13]=[CH:12][C:11]([S:14]([CH3:17])(=[O:15])=[O:16])=[CH:10][CH:9]=2)[CH2:5][CH2:4][CH2:3][CH2:2]1. (3) Given the reactants [Br:1][C:2]1[CH:14]=[C:13]2[C:5]([C:6]3[CH:7]=[CH:8][C:9]([NH2:19])=[CH:10][C:11]=3[C:12]2([CH2:17][CH3:18])[CH2:15][CH3:16])=[CH:4][CH:3]=1.I[CH2:21][CH2:22][CH2:23][CH2:24][CH2:25]I, predict the reaction product. The product is: [Br:1][C:2]1[CH:14]=[C:13]2[C:5]([C:6]3[CH:7]=[CH:8][C:9]([N:19]4[CH2:25][CH2:24][CH2:23][CH2:22][CH2:21]4)=[CH:10][C:11]=3[C:12]2([CH2:17][CH3:18])[CH2:15][CH3:16])=[CH:4][CH:3]=1. (4) Given the reactants [C:1]([C:3]1[C:4]([C:22]2[N:26]3[CH:27]=[CH:28][CH:29]=[C:30]([CH:31]([F:33])[F:32])[C:25]3=[N:24][CH:23]=2)=[N:5][C:6]([NH:9][CH:10]([C:12]2[CH:13]=[C:14]([CH:19]=[CH:20][CH:21]=2)[C:15]([O:17]C)=[O:16])[CH3:11])=[N:7][CH:8]=1)#[N:2].CO.[OH-].[Na+].Cl, predict the reaction product. The product is: [C:1]([C:3]1[C:4]([C:22]2[N:26]3[CH:27]=[CH:28][CH:29]=[C:30]([CH:31]([F:32])[F:33])[C:25]3=[N:24][CH:23]=2)=[N:5][C:6]([NH:9][CH:10]([C:12]2[CH:13]=[C:14]([CH:19]=[CH:20][CH:21]=2)[C:15]([OH:17])=[O:16])[CH3:11])=[N:7][CH:8]=1)#[N:2]. (5) The product is: [CH:1]1([N:5]2[CH2:9][CH2:8][C@@H:7]([N:10]3[CH2:19][CH2:18][C:17]4[C:12](=[CH:13][CH:14]=[C:15]([O:20][C:21]5[CH:22]=[CH:23][C:24]([C:25]([OH:27])=[O:26])=[CH:29][CH:30]=5)[CH:16]=4)[C:11]3=[O:31])[CH2:6]2)[CH2:4][CH2:3][CH2:2]1. Given the reactants [CH:1]1([N:5]2[CH2:9][CH2:8][C@@H:7]([N:10]3[CH2:19][CH2:18][C:17]4[C:12](=[CH:13][CH:14]=[C:15]([O:20][C:21]5[CH:30]=[CH:29][C:24]([C:25]([O:27]C)=[O:26])=[CH:23][CH:22]=5)[CH:16]=4)[C:11]3=[O:31])[CH2:6]2)[CH2:4][CH2:3][CH2:2]1, predict the reaction product. (6) Given the reactants Cl.O.[OH:3][C:4]12[C:15]3[C:10](=[C:11]([N+:16]([O-])=O)[CH:12]=[CH:13][CH:14]=3)[C:9](=[O:19])[C:8]1([NH:20][C:21]([C:23]1[N:24]([CH3:32])[C:25]3[C:30]([CH:31]=1)=[CH:29][CH:28]=[CH:27][CH:26]=3)=[O:22])[C:7]1[CH:33]=[CH:34][C:35]([CH:37]([CH3:39])[CH3:38])=[CH:36][C:6]=1[O:5]2, predict the reaction product. The product is: [NH2:16][C:11]1[CH:12]=[CH:13][CH:14]=[C:15]2[C:10]=1[C:9](=[O:19])[C:8]1([NH:20][C:21]([C:23]3[N:24]([CH3:32])[C:25]4[C:30]([CH:31]=3)=[CH:29][CH:28]=[CH:27][CH:26]=4)=[O:22])[C:7]3[CH:33]=[CH:34][C:35]([CH:37]([CH3:39])[CH3:38])=[CH:36][C:6]=3[O:5][C:4]12[OH:3]. (7) Given the reactants Br[CH2:2][C:3]1[N:8]=[C:7]([CH2:9][N:10]2[C:14]3[N:15]=[C:16]([NH2:24])[N:17]=[C:18]([C:19]4[O:20][CH:21]=[CH:22][CH:23]=4)[C:13]=3[N:12]=[N:11]2)[CH:6]=[CH:5][CH:4]=1.[C-:25]#[N:26].[Na+], predict the reaction product. The product is: [C:25]([CH2:2][C:3]1[N:8]=[C:7]([CH2:9][N:10]2[C:14]3[N:15]=[C:16]([NH2:24])[N:17]=[C:18]([C:19]4[O:20][CH:21]=[CH:22][CH:23]=4)[C:13]=3[N:12]=[N:11]2)[CH:6]=[CH:5][CH:4]=1)#[N:26].